This data is from Blood-brain barrier penetration binary classification data from Martins et al.. The task is: Regression/Classification. Given a drug SMILES string, predict its absorption, distribution, metabolism, or excretion properties. Task type varies by dataset: regression for continuous measurements (e.g., permeability, clearance, half-life) or binary classification for categorical outcomes (e.g., BBB penetration, CYP inhibition). Dataset: bbb_martins. (1) The result is 1 (penetrates BBB). The drug is CCC(=O)O[C@](Cc1ccccc1)(c1ccccc1)[C@H](C)CN(C)C.[Cl-].[H+]. (2) The drug is CC(=O)Nc1nnc(S(N)(=O)=O)s1. The result is 1 (penetrates BBB). (3) The drug is CN(C)CCOC1=Cc2ccccc2Sc2ccc(Cl)cc21. The result is 1 (penetrates BBB). (4) The compound is C=CCN1CCC23c4c5ccc(OC(C)=O)c4OC2C(OC(C)=O)C=CC3C1C5. The result is 1 (penetrates BBB). (5) The drug is CN(C)CC[C@]1(c2ccccc2)CCc2ccccc2C1=O. The result is 1 (penetrates BBB). (6) The compound is CN=C(NC#N)NCCSCc1nc[nH]c1C. The result is 0 (does not penetrate BBB).